Predict the reactants needed to synthesize the given product. From a dataset of Full USPTO retrosynthesis dataset with 1.9M reactions from patents (1976-2016). Given the product [NH2:19][C:16]1[CH:15]=[CH:14][C:13]([CH2:12][N:4]([CH2:3][CH2:2][OH:1])[C:5](=[O:11])[O:6][C:7]([CH3:9])([CH3:10])[CH3:8])=[CH:18][CH:17]=1, predict the reactants needed to synthesize it. The reactants are: [OH:1][CH2:2][CH2:3][N:4]([CH2:12][C:13]1[CH:18]=[CH:17][C:16]([N+:19]([O-])=O)=[CH:15][CH:14]=1)[C:5](=[O:11])[O:6][C:7]([CH3:10])([CH3:9])[CH3:8].